Dataset: Forward reaction prediction with 1.9M reactions from USPTO patents (1976-2016). Task: Predict the product of the given reaction. (1) Given the reactants [F:1][C:2]1[CH:7]=[C:6]([NH:8][CH2:9][C:10]2[CH:15]=[CH:14][C:13]([CH:16]([CH2:20][C:21]3[S:22][CH:23]=[C:24]([C:26]4[CH:31]=[CH:30][CH:29]=[CH:28][CH:27]=4)[N:25]=3)[CH2:17][CH2:18][CH3:19])=[CH:12][CH:11]=2)[CH:5]=[CH:4][C:3]=1[CH2:32][CH2:33][C:34]([O:36]CC)=[O:35].O1CCCC1.O.[OH-].[Li+].Cl, predict the reaction product. The product is: [F:1][C:2]1[CH:7]=[C:6]([NH:8][CH2:9][C:10]2[CH:11]=[CH:12][C:13]([CH:16]([CH2:20][C:21]3[S:22][CH:23]=[C:24]([C:26]4[CH:27]=[CH:28][CH:29]=[CH:30][CH:31]=4)[N:25]=3)[CH2:17][CH2:18][CH3:19])=[CH:14][CH:15]=2)[CH:5]=[CH:4][C:3]=1[CH2:32][CH2:33][C:34]([OH:36])=[O:35]. (2) Given the reactants [OH:1][C:2]1[C:3]([C:17]([NH:19][CH2:20][C:21]([O:23]CC)=[O:22])=[O:18])=[C:4]2[C:9](=[CH:10][C:11]=1[C:12]1[S:13][CH:14]=[CH:15][CH:16]=1)[N:8]=[CH:7][CH:6]=[N:5]2.[OH-].[Na+], predict the reaction product. The product is: [OH:1][C:2]1[C:3]([C:17]([NH:19][CH2:20][C:21]([OH:23])=[O:22])=[O:18])=[C:4]2[C:9](=[CH:10][C:11]=1[C:12]1[S:13][CH:14]=[CH:15][CH:16]=1)[N:8]=[CH:7][CH:6]=[N:5]2. (3) Given the reactants Br[C:2]1[N:6]([CH:7]([CH3:9])[CH3:8])[C:5]2[CH:10]([C:27]3[CH:32]=[CH:31][C:30]([Cl:33])=[CH:29][CH:28]=3)[N:11]([C:14]3[CH:15]=[C:16]([CH3:26])[C:17]4[N:18]([C:20]([CH:23]([F:25])[F:24])=[N:21][N:22]=4)[CH:19]=3)[C:12](=[O:13])[C:4]=2[N:3]=1.[CH3:34][O:35][C:36]1[C:41](B(O)O)=[CH:40][CH:39]=[CH:38][N:37]=1, predict the reaction product. The product is: [Cl:33][C:30]1[CH:31]=[CH:32][C:27]([CH:10]2[C:5]3[N:6]([CH:7]([CH3:8])[CH3:9])[C:2]([C:41]4[C:36]([O:35][CH3:34])=[N:37][CH:38]=[CH:39][CH:40]=4)=[N:3][C:4]=3[C:12](=[O:13])[N:11]2[C:14]2[CH:15]=[C:16]([CH3:26])[C:17]3[N:18]([C:20]([CH:23]([F:25])[F:24])=[N:21][N:22]=3)[CH:19]=2)=[CH:28][CH:29]=1. (4) Given the reactants [N+:1]([C:4]1[CH:11]=[CH:10][C:7]([CH:8]=O)=[CH:6][CH:5]=1)([O-:3])=[O:2].[F:12][C:13]([F:24])([F:23])[O:14][C:15]1[CH:20]=[CH:19][C:18]([NH:21][NH2:22])=[CH:17][CH:16]=1, predict the reaction product. The product is: [N+:1]([C:4]1[CH:11]=[CH:10][C:7]([CH:8]=[N:22][NH:21][C:18]2[CH:19]=[CH:20][C:15]([O:14][C:13]([F:12])([F:24])[F:23])=[CH:16][CH:17]=2)=[CH:6][CH:5]=1)([O-:3])=[O:2].